The task is: Predict which catalyst facilitates the given reaction.. This data is from Catalyst prediction with 721,799 reactions and 888 catalyst types from USPTO. (1) Reactant: [N:1]1[CH:2]=[CH:3][N:4]2[CH:9]=[C:8]([CH:10]([C:12]3[N:16]4[N:17]=[C:18]([C:21]5[CH:22]=[C:23]([CH3:27])[CH:24]=[CH:25][CH:26]=5)[CH:19]=[CH:20][C:15]4=[N:14][CH:13]=3)[CH3:11])[CH:7]=[CH:6][C:5]=12.C1C(=O)N([Br:35])C(=O)C1. Product: [Br:35][C:3]1[N:4]2[CH:9]=[C:8]([CH:10]([C:12]3[N:16]4[N:17]=[C:18]([C:21]5[CH:22]=[C:23]([CH3:27])[CH:24]=[CH:25][CH:26]=5)[CH:19]=[CH:20][C:15]4=[N:14][CH:13]=3)[CH3:11])[CH:7]=[CH:6][C:5]2=[N:1][CH:2]=1. The catalyst class is: 2. (2) Reactant: [CH3:1][O:2][C:3]1[CH:4]=[C:5]2[CH:11]=[CH:10][NH:9][C:6]2=[N:7][CH:8]=1.[Br:12]N1C(=O)CCC1=O. Product: [Br:12][C:11]1[C:5]2[C:6](=[N:7][CH:8]=[C:3]([O:2][CH3:1])[CH:4]=2)[NH:9][CH:10]=1. The catalyst class is: 7. (3) Product: [Cl:23][C:9]1[C:8]2[CH:18]=[CH:19][CH:20]=[CH:21][C:7]=2[C:6]2[C:2]([CH3:1])=[N:3][O:4][C:5]=2[C@H:11]([CH2:12][C:13]([O:15][CH3:16])=[O:14])[N:10]=1. Reactant: [CH3:1][C:2]1[C:6]2[C:7]3[CH:21]=[CH:20][CH:19]=[CH:18][C:8]=3[C:9](=O)[NH:10][C@@H:11]([CH2:12][C:13]([O:15][CH3:16])=[O:14])[C:5]=2[O:4][N:3]=1.P(Cl)(Cl)(Cl)(Cl)[Cl:23].C([O-])([O-])=O.[Na+].[Na+]. The catalyst class is: 2. (4) Reactant: [NH2:1][C:2]1[N:10]=[CH:9][N:8]=[C:7]2[C:3]=1[N:4]=[CH:5][N:6]2[C@H:11]1[C@H:15]([OH:16])[CH2:14][C@@H:13]([CH2:17][NH:18][CH:19]([CH3:21])[CH3:20])[O:12]1.[C:22]([C:26]1[CH:31]=[CH:30][C:29]([NH:32][C:33]([NH:35][CH2:36][CH2:37][CH:38]=O)=[O:34])=[CH:28][CH:27]=1)([CH3:25])([CH3:24])[CH3:23].[BH-](OC(C)=O)(OC(C)=O)OC(C)=O.[Na+].C([O-])(O)=O.[Na+]. Product: [NH3:1].[OH2:12].[NH2:1][C:2]1[N:10]=[CH:9][N:8]=[C:7]2[C:3]=1[N:4]=[CH:5][N:6]2[C@@H:11]1[O:12][C@H:13]([CH2:17][N:18]([CH:19]([CH3:21])[CH3:20])[CH2:38][CH2:37][CH2:36][NH:35][C:33]([NH:32][C:29]2[CH:28]=[CH:27][C:26]([C:22]([CH3:23])([CH3:25])[CH3:24])=[CH:31][CH:30]=2)=[O:34])[CH2:14][C@H:15]1[OH:16]. The catalyst class is: 5. (5) Reactant: [C:1]([C:3]1[CH:4]=[C:5]([C:13]2[S:17][C:16]([C:18]3[CH:26]=[CH:25][CH:24]=[C:23]4[C:19]=3[CH2:20][CH2:21][C@H:22]4[NH:27]C(=O)OC(C)(C)C)=[CH:15][CH:14]=2)[CH:6]=[CH:7][C:8]=1[O:9][CH:10]([CH3:12])[CH3:11])#[N:2].Cl. Product: [NH2:27][C@H:22]1[C:23]2[C:19](=[C:18]([C:16]3[S:17][C:13]([C:5]4[CH:6]=[CH:7][C:8]([O:9][CH:10]([CH3:12])[CH3:11])=[C:3]([CH:4]=4)[C:1]#[N:2])=[CH:14][CH:15]=3)[CH:26]=[CH:25][CH:24]=2)[CH2:20][CH2:21]1. The catalyst class is: 12. (6) Reactant: [Cl:1][C:2]([Cl:7])([Cl:6])[CH:3](O)[OH:4].[CH:8]1([C:14]([NH2:16])=[O:15])[CH2:13][CH2:12][CH2:11][CH2:10][CH2:9]1. Product: [CH:8]1([C:14]([NH:16][CH:3]([OH:4])[C:2]([Cl:7])([Cl:6])[Cl:1])=[O:15])[CH2:13][CH2:12][CH2:11][CH2:10][CH2:9]1. The catalyst class is: 48. (7) Reactant: [BH4-].[Na+].[Cl:3][C:4]1[CH:5]=[C:6]([C:14]([O:16][CH3:17])=[O:15])[CH:7]=[C:8]([CH:13]=1)[C:9](OC)=[O:10].O. Product: [Cl:3][C:4]1[CH:5]=[C:6]([CH:7]=[C:8]([CH2:9][OH:10])[CH:13]=1)[C:14]([O:16][CH3:17])=[O:15]. The catalyst class is: 100.